Dataset: NCI-60 drug combinations with 297,098 pairs across 59 cell lines. Task: Regression. Given two drug SMILES strings and cell line genomic features, predict the synergy score measuring deviation from expected non-interaction effect. (1) Drug 1: CCC1=C2CN3C(=CC4=C(C3=O)COC(=O)C4(CC)O)C2=NC5=C1C=C(C=C5)O. Drug 2: C1CN(CCN1C(=O)CCBr)C(=O)CCBr. Cell line: UO-31. Synergy scores: CSS=33.9, Synergy_ZIP=-6.23, Synergy_Bliss=4.72, Synergy_Loewe=3.17, Synergy_HSA=5.56. (2) Drug 1: CN(C)N=NC1=C(NC=N1)C(=O)N. Drug 2: CCC1(CC2CC(C3=C(CCN(C2)C1)C4=CC=CC=C4N3)(C5=C(C=C6C(=C5)C78CCN9C7C(C=CC9)(C(C(C8N6C=O)(C(=O)OC)O)OC(=O)C)CC)OC)C(=O)OC)O.OS(=O)(=O)O. Cell line: SK-MEL-5. Synergy scores: CSS=43.9, Synergy_ZIP=1.57, Synergy_Bliss=-0.688, Synergy_Loewe=-17.8, Synergy_HSA=-3.09. (3) Drug 1: CNC(=O)C1=NC=CC(=C1)OC2=CC=C(C=C2)NC(=O)NC3=CC(=C(C=C3)Cl)C(F)(F)F. Drug 2: CC1=C(C(=O)C2=C(C1=O)N3CC4C(C3(C2COC(=O)N)OC)N4)N. Cell line: CAKI-1. Synergy scores: CSS=34.6, Synergy_ZIP=10.0, Synergy_Bliss=6.80, Synergy_Loewe=-63.2, Synergy_HSA=-5.77. (4) Drug 1: C1=NC(=NC(=O)N1C2C(C(C(O2)CO)O)O)N. Drug 2: CN(CCCl)CCCl.Cl. Cell line: MCF7. Synergy scores: CSS=10.2, Synergy_ZIP=-4.53, Synergy_Bliss=-1.07, Synergy_Loewe=-3.04, Synergy_HSA=-0.114. (5) Drug 1: CN1CCC(CC1)COC2=C(C=C3C(=C2)N=CN=C3NC4=C(C=C(C=C4)Br)F)OC. Drug 2: CS(=O)(=O)OCCCCOS(=O)(=O)C. Cell line: HCT116. Synergy scores: CSS=18.9, Synergy_ZIP=-4.27, Synergy_Bliss=-2.50, Synergy_Loewe=-5.39, Synergy_HSA=-3.29.